From a dataset of Full USPTO retrosynthesis dataset with 1.9M reactions from patents (1976-2016). Predict the reactants needed to synthesize the given product. (1) Given the product [CH2:1]([O:3][C:4]([C:6]1[C:7]2[C:15]([CH3:16])=[N:14][NH:13][C:8]=2[N:9]=[C:10]([Cl:19])[CH:11]=1)=[O:5])[CH3:2], predict the reactants needed to synthesize it. The reactants are: [CH2:1]([O:3][C:4]([C:6]1[C:7]2[C:15]([CH3:16])=[N:14][NH:13][C:8]=2[N:9]=[C:10](O)[CH:11]=1)=[O:5])[CH3:2].P(Cl)(Cl)([Cl:19])=O.N12CCCN=C1CCCCC2.C([O-])(=O)C.[K+]. (2) Given the product [OH:21][P:18]([O:17][P:14]([O:13][P:10]([O:9][P:6]([OH:8])([OH:7])=[O:5])([OH:12])=[O:11])([OH:16])=[O:15])(=[O:19])[OH:20].[C@@H:22]1([N:31]2[CH:38]=[CH:37][C:35](=[O:36])[NH:34][C:32]2=[O:33])[O:30][C@H:27]([CH2:28][OH:29])[C@@H:25]([OH:26])[C@H:23]1[OH:24].[C@@H:39]1([N:48]2[CH:55]=[CH:54][C:52](=[O:53])[NH:51][C:49]2=[O:50])[O:47][C@H:44]([CH2:45][OH:46])[C@@H:42]([OH:43])[C@H:40]1[OH:41], predict the reactants needed to synthesize it. The reactants are: [Na+].[Na+].[Na+].[Na+].[O-:5][P:6]([O:9][P:10]([O:13][P:14]([O:17][P:18]([OH:21])([OH:20])=[O:19])([O-:16])=[O:15])([O-:12])=[O:11])(=[O:8])[O-:7].[C@@H:22]1([N:31]2[CH:38]=[CH:37][C:35](=[O:36])[NH:34][C:32]2=[O:33])[O:30][C@H:27]([CH2:28][OH:29])[C@@H:25]([OH:26])[C@H:23]1[OH:24].[C@@H:39]1([N:48]2[CH:55]=[CH:54][C:52](=[O:53])[NH:51][C:49]2=[O:50])[O:47][C@H:44]([CH2:45][OH:46])[C@@H:42]([OH:43])[C@H:40]1[OH:41].[Na+].[Na+].P(OC[C@H]1O[C@@H](N2C=CC(=O)NC2=O)[C@H](O)[C@@H]1O)(OP(O)([O-])=O)(=O)[O-].C([NH+](CCCC)CCCC)CCC.C1C(=O)NC(=O)N([C@@H]2O[C@H](COP(OP(O)(O)=O)(O)=O)[C@@H](O)[C@H]2O)C=1.C(N(CCCC)CCCC)CCC.C(=O)(O)[O-].[NH4+]. (3) Given the product [Br:1][C:2]1[C:3]([C:9]#[N:10])=[N:4][CH:5]=[C:6]([CH2:8][CH:11]([OH:13])[CH3:12])[CH:7]=1, predict the reactants needed to synthesize it. The reactants are: [Br:1][C:2]1[C:3]([C:9]#[N:10])=[N:4][CH:5]=[C:6]([CH3:8])[CH:7]=1.[CH:11](=[O:13])[CH3:12].